Predict the product of the given reaction. From a dataset of Forward reaction prediction with 1.9M reactions from USPTO patents (1976-2016). (1) The product is: [Cl:1][C:2]1[CH:3]=[C:4]2[C:8](=[CH:9][C:10]=1[Cl:11])[C:7](=[O:12])[N:6]([CH2:13][C:14]([O:16][CH3:18])=[O:15])[C:5]2=[O:17]. Given the reactants [Cl:1][C:2]1[CH:3]=[C:4]2[C:8](=[CH:9][C:10]=1[Cl:11])[C:7](=[O:12])[N:6]([CH2:13][C:14]([OH:16])=[O:15])[C:5]2=[O:17].[C:18]([O-])(O)=O.[Na+], predict the reaction product. (2) Given the reactants [C:1]([C:5]1[N:10]=[CH:9][C:8]([C:11]2[N:12]([C:32]([N:34]3[CH2:39][CH2:38][CH:37]([CH2:40][C:41]([OH:43])=O)[CH2:36][CH2:35]3)=[O:33])[C@@:13]([C:25]3[CH:30]=[CH:29][C:28]([Cl:31])=[CH:27][CH:26]=3)([CH3:24])[C@@:14]([C:17]3[CH:22]=[CH:21][C:20]([Cl:23])=[CH:19][CH:18]=3)([CH3:16])[N:15]=2)=[C:7]([O:44][CH2:45][CH3:46])[CH:6]=1)([CH3:4])([CH3:3])[CH3:2].[F:47][C:48]1[CH:54]=[CH:53][C:51]([NH2:52])=[CH:50][CH:49]=1, predict the reaction product. The product is: [C:1]([C:5]1[N:10]=[CH:9][C:8]([C:11]2[N:12]([C:32]([N:34]3[CH2:39][CH2:38][CH:37]([CH2:40][C:41]([NH:52][C:51]4[CH:53]=[CH:54][C:48]([F:47])=[CH:49][CH:50]=4)=[O:43])[CH2:36][CH2:35]3)=[O:33])[C@@:13]([C:25]3[CH:30]=[CH:29][C:28]([Cl:31])=[CH:27][CH:26]=3)([CH3:24])[C@@:14]([C:17]3[CH:22]=[CH:21][C:20]([Cl:23])=[CH:19][CH:18]=3)([CH3:16])[N:15]=2)=[C:7]([O:44][CH2:45][CH3:46])[CH:6]=1)([CH3:2])([CH3:3])[CH3:4]. (3) Given the reactants [F:1][C:2]1[CH:34]=[N:33][C:5]2[N:6]([C:26]3[CH:31]=[CH:30][CH:29]=[C:28](I)[CH:27]=3)[C:7](=[O:25])[N:8]([C@@H:11]3[CH2:16][CH2:15][C@H:14]([NH:17][C:18](=[O:24])[O:19][C:20]([CH3:23])([CH3:22])[CH3:21])[CH2:13][CH2:12]3)[C:9](=[O:10])[C:4]=2[CH:3]=1.[CH:35]([C:37]1[CH:42]=[CH:41][C:40](B(O)O)=[CH:39][CH:38]=1)=[O:36], predict the reaction product. The product is: [C:20]([O:19][C:18](=[O:24])[NH:17][C@H:14]1[CH2:15][CH2:16][C@@H:11]([N:8]2[C:9](=[O:10])[C:4]3[CH:3]=[C:2]([F:1])[CH:34]=[N:33][C:5]=3[N:6]([C:26]3[CH:27]=[C:28]([C:40]4[CH:41]=[CH:42][C:37]([CH:35]=[O:36])=[CH:38][CH:39]=4)[CH:29]=[CH:30][CH:31]=3)[C:7]2=[O:25])[CH2:12][CH2:13]1)([CH3:23])([CH3:22])[CH3:21]. (4) Given the reactants [NH2:1][C:2]1[C:11]2[C:6](=[CH:7][C:8]([CH2:12][N:13]3[CH2:18][CH2:17][NH:16][CH2:15][C:14]3=[O:19])=[CH:9][CH:10]=2)[N:5]=[CH:4][N:3]=1.[CH3:20][O:21][C:22]1[N:27]=[CH:26][C:25](/[CH:28]=[CH:29]/[CH2:30]OC(=O)C)=[CH:24][CH:23]=1.C1(P(C2C=CC=CC=2)C2C=CC=CC=2)C=CC=CC=1.O, predict the reaction product. The product is: [NH2:1][C:2]1[C:11]2[C:6](=[CH:7][C:8]([CH2:12][N:13]3[CH2:18][CH2:17][N:16]([CH2:30]/[CH:29]=[CH:28]/[C:25]4[CH:26]=[N:27][C:22]([O:21][CH3:20])=[CH:23][CH:24]=4)[CH2:15][C:14]3=[O:19])=[CH:9][CH:10]=2)[N:5]=[CH:4][N:3]=1. (5) Given the reactants [C:1]([C:4]1[CH:9]=[C:8]([F:10])[CH:7]=[CH:6][C:5]=1[S:11][C:12]1[CH:20]=[C:19]([F:21])[C:18]([F:22])=[CH:17][C:13]=1[C:14](O)=[O:15])(O)=[O:2].S(C1C=CC=CC=1C(OC)=O)C1C=CC=CC=1C(OC)=O, predict the reaction product. The product is: [F:21][C:19]1[C:18]([F:22])=[CH:17][C:13]([CH2:14][OH:15])=[C:12]([S:11][C:5]2[CH:6]=[CH:7][C:8]([F:10])=[CH:9][C:4]=2[CH2:1][OH:2])[CH:20]=1. (6) Given the reactants [CH2:1]([O:8][N:9]1[C:12]2([CH:17]=[CH:16][C:15]([OH:20])([CH2:18]O)[CH:14]([O:21][Si:22]([C:25]([CH3:28])([CH3:27])[CH3:26])([CH3:24])[CH3:23])[CH:13]2[O:29][Si:30]([CH3:33])([CH3:32])[CH3:31])[CH2:11][C:10]1=[O:34])[C:2]1[CH:7]=[CH:6][CH:5]=[CH:4][CH:3]=1.C(N(C(C)C)C(C)C)C.Cl[C:45]([O:47][CH2:48][CH3:49])=[O:46].CCCCCC.CCOC(C)=O, predict the reaction product. The product is: [CH2:1]([O:8][N:9]1[C:12]2([CH:17]=[CH:16][C:15]([OH:20])([CH2:18][C:45]([O:47][CH2:48][CH3:49])=[O:46])[CH:14]([O:21][Si:22]([C:25]([CH3:26])([CH3:27])[CH3:28])([CH3:23])[CH3:24])[CH:13]2[O:29][Si:30]([CH3:31])([CH3:32])[CH3:33])[CH2:11][C:10]1=[O:34])[C:2]1[CH:3]=[CH:4][CH:5]=[CH:6][CH:7]=1.